This data is from NCI-60 drug combinations with 297,098 pairs across 59 cell lines. The task is: Regression. Given two drug SMILES strings and cell line genomic features, predict the synergy score measuring deviation from expected non-interaction effect. (1) Drug 1: CCC1=CC2CC(C3=C(CN(C2)C1)C4=CC=CC=C4N3)(C5=C(C=C6C(=C5)C78CCN9C7C(C=CC9)(C(C(C8N6C)(C(=O)OC)O)OC(=O)C)CC)OC)C(=O)OC.C(C(C(=O)O)O)(C(=O)O)O. Drug 2: C1=NC2=C(N1)C(=S)N=C(N2)N. Cell line: EKVX. Synergy scores: CSS=42.7, Synergy_ZIP=-9.13, Synergy_Bliss=-3.37, Synergy_Loewe=-1.92, Synergy_HSA=0.641. (2) Drug 1: CN(CC1=CN=C2C(=N1)C(=NC(=N2)N)N)C3=CC=C(C=C3)C(=O)NC(CCC(=O)O)C(=O)O. Drug 2: CC(C)CN1C=NC2=C1C3=CC=CC=C3N=C2N. Cell line: U251. Synergy scores: CSS=40.8, Synergy_ZIP=-1.60, Synergy_Bliss=-1.49, Synergy_Loewe=-17.9, Synergy_HSA=0.126. (3) Drug 1: C1C(C(OC1N2C=NC3=C(N=C(N=C32)Cl)N)CO)O. Drug 2: C1C(C(OC1N2C=NC(=NC2=O)N)CO)O. Cell line: SNB-75. Synergy scores: CSS=-0.741, Synergy_ZIP=0.320, Synergy_Bliss=0.880, Synergy_Loewe=-2.28, Synergy_HSA=-1.81. (4) Drug 1: CC1CCC2CC(C(=CC=CC=CC(CC(C(=O)C(C(C(=CC(C(=O)CC(OC(=O)C3CCCCN3C(=O)C(=O)C1(O2)O)C(C)CC4CCC(C(C4)OC)OCCO)C)C)O)OC)C)C)C)OC. Drug 2: C1CN(CCN1C(=O)CCBr)C(=O)CCBr. Cell line: HCT-15. Synergy scores: CSS=8.01, Synergy_ZIP=-6.92, Synergy_Bliss=-5.16, Synergy_Loewe=-9.61, Synergy_HSA=-5.30. (5) Drug 1: COC1=C(C=C2C(=C1)N=CN=C2NC3=CC(=C(C=C3)F)Cl)OCCCN4CCOCC4. Drug 2: CC(C1=C(C=CC(=C1Cl)F)Cl)OC2=C(N=CC(=C2)C3=CN(N=C3)C4CCNCC4)N. Cell line: UACC-257. Synergy scores: CSS=17.8, Synergy_ZIP=-1.82, Synergy_Bliss=3.12, Synergy_Loewe=3.81, Synergy_HSA=3.17. (6) Drug 1: CCC1=CC2CC(C3=C(CN(C2)C1)C4=CC=CC=C4N3)(C5=C(C=C6C(=C5)C78CCN9C7C(C=CC9)(C(C(C8N6C)(C(=O)OC)O)OC(=O)C)CC)OC)C(=O)OC.C(C(C(=O)O)O)(C(=O)O)O. Drug 2: CC12CCC3C(C1CCC2O)C(CC4=C3C=CC(=C4)O)CCCCCCCCCS(=O)CCCC(C(F)(F)F)(F)F. Cell line: SF-295. Synergy scores: CSS=39.6, Synergy_ZIP=1.72, Synergy_Bliss=1.02, Synergy_Loewe=-16.0, Synergy_HSA=1.34. (7) Drug 1: C1CC(C1)(C(=O)O)C(=O)O.[NH2-].[NH2-].[Pt+2]. Synergy scores: CSS=42.7, Synergy_ZIP=-8.13, Synergy_Bliss=0.653, Synergy_Loewe=3.83, Synergy_HSA=2.87. Drug 2: C1CCC(C(C1)N)N.C(=O)(C(=O)[O-])[O-].[Pt+4]. Cell line: DU-145. (8) Drug 1: CC1=C(C=C(C=C1)NC2=NC=CC(=N2)N(C)C3=CC4=NN(C(=C4C=C3)C)C)S(=O)(=O)N.Cl. Drug 2: C1CN(CCN1C(=O)CCBr)C(=O)CCBr. Cell line: SF-295. Synergy scores: CSS=17.7, Synergy_ZIP=-5.14, Synergy_Bliss=-2.01, Synergy_Loewe=0.173, Synergy_HSA=-0.171. (9) Drug 1: CC1C(C(CC(O1)OC2CC(CC3=C2C(=C4C(=C3O)C(=O)C5=C(C4=O)C(=CC=C5)OC)O)(C(=O)CO)O)N)O.Cl. Drug 2: C1=C(C(=O)NC(=O)N1)F. Cell line: ACHN. Synergy scores: CSS=43.7, Synergy_ZIP=1.82, Synergy_Bliss=1.29, Synergy_Loewe=1.14, Synergy_HSA=1.72.